From a dataset of Full USPTO retrosynthesis dataset with 1.9M reactions from patents (1976-2016). Predict the reactants needed to synthesize the given product. Given the product [CH3:31][N:22]1[CH:23]=[C:24]([C:25]2[CH:26]=[CH:27][N:28]=[CH:29][CH:30]=2)[C:20]([C:17]2[CH:18]=[CH:19][C:14]([C:12]#[C:13][C:2]3[CH:11]=[CH:10][C:9]4[C:4](=[CH:5][CH:6]=[CH:7][CH:8]=4)[N:3]=3)=[N:15][CH:16]=2)=[N:21]1, predict the reactants needed to synthesize it. The reactants are: Br[C:2]1[CH:11]=[CH:10][C:9]2[C:4](=[CH:5][CH:6]=[CH:7][CH:8]=2)[N:3]=1.[C:12]([C:14]1[CH:19]=[CH:18][C:17]([C:20]2[C:24]([C:25]3[CH:30]=[CH:29][N:28]=[CH:27][CH:26]=3)=[CH:23][N:22]([CH3:31])[N:21]=2)=[CH:16][N:15]=1)#[CH:13].